Dataset: Catalyst prediction with 721,799 reactions and 888 catalyst types from USPTO. Task: Predict which catalyst facilitates the given reaction. Reactant: [NH2:1][C:2]1[N:7]2[CH:8]=[C:9]([CH2:11][CH3:12])[N:10]=[C:6]2[C:5]([C:13]([NH:15][CH2:16][CH:17]2[CH2:22][CH2:21][N:20]([CH2:23][CH2:24][CH2:25][CH3:26])[CH2:19][CH2:18]2)=[O:14])=[CH:4][CH:3]=1.[Cl:27]N1C(=O)CCC1=O.O. Product: [NH2:1][C:2]1[N:7]2[C:8]([Cl:27])=[C:9]([CH2:11][CH3:12])[N:10]=[C:6]2[C:5]([C:13]([NH:15][CH2:16][CH:17]2[CH2:18][CH2:19][N:20]([CH2:23][CH2:24][CH2:25][CH3:26])[CH2:21][CH2:22]2)=[O:14])=[CH:4][CH:3]=1. The catalyst class is: 8.